From a dataset of Forward reaction prediction with 1.9M reactions from USPTO patents (1976-2016). Predict the product of the given reaction. (1) Given the reactants Br[C:2]1[CH:7]=[CH:6][C:5]([C:8]([F:11])([F:10])[F:9])=[CH:4][N:3]=1.C([O-])([O-])=O.[Cs+].[Cs+].C1C=CC(P(C2C(C3C(P(C4C=CC=CC=4)C4C=CC=CC=4)=CC=C4C=3C=CC=C4)=C3C(C=CC=C3)=CC=2)C2C=CC=CC=2)=CC=1.[CH:64]1([NH2:67])[CH2:66][CH2:65]1, predict the reaction product. The product is: [CH:64]1([NH:67][C:2]2[CH:7]=[CH:6][C:5]([C:8]([F:11])([F:10])[F:9])=[CH:4][N:3]=2)[CH2:66][CH2:65]1. (2) Given the reactants [Cr](O[Cr]([O-])(=O)=O)([O-])(=O)=O.[NH+]1C=CC=CC=1.[NH+]1C=CC=CC=1.O[C:23]([CH3:57])([CH3:56])[CH2:24][CH2:25][CH2:26][C@H:27]([C@@H:45]1[C@:53]2([CH3:54])[C@H:48]([C@@H:49]([OH:55])C[CH2:51][CH2:52]2)[CH2:47][CH2:46]1)[CH2:28][CH2:29][C@@H:30]1[C:34]([CH3:36])([CH3:35])[O:33][CH:32]([C:37]2[CH:42]=[CH:41][C:40]([O:43][CH3:44])=[CH:39][CH:38]=2)[O:31]1.[CH3:58][OH:59].C(Cl)(Cl)Cl, predict the reaction product. The product is: [OH:59][CH:58]1[CH2:51][CH2:52][C:53]2([CH3:54])[CH:48]([CH2:47][CH2:46][CH:45]2[C@H:27]([CH2:28][CH2:29][C@@H:30]2[C:34]([CH3:35])([CH3:36])[O:33][CH:32]([C:37]3[CH:42]=[CH:41][C:40]([O:43][CH3:44])=[CH:39][CH:38]=3)[O:31]2)[CH2:26][CH2:25][CH2:24][CH:23]([CH3:57])[CH3:56])[C:49]1=[O:55]. (3) Given the reactants [N+:1]([C:4]1[CH:10]=[CH:9][C:8]([Cl:11])=[CH:7][C:5]=1N)([O-:3])=[O:2].N([O-])=O.[Na+].[I-:16].[K+], predict the reaction product. The product is: [N+:1]([C:4]1[CH:10]=[CH:9][C:8]([Cl:11])=[CH:7][C:5]=1[I:16])([O-:3])=[O:2]. (4) The product is: [C:5]([CH:14]1[CH2:15][CH2:16][CH2:17][CH2:18][CH:19]1[NH:13][C:11](=[O:12])[C:10]1[CH:20]=[C:21]([F:27])[C:22]([O:23][CH2:24][C:25]#[CH:26])=[C:8]([F:7])[CH:9]=1)#[N:6]. Given the reactants C[Si]([C:5]#[N:6])(C)C.[F:7][C:8]1[CH:9]=[C:10]([CH:20]=[C:21]([F:27])[C:22]=1[O:23][CH2:24][C:25]#[CH:26])[C:11]([N:13]1[CH:19]2[CH:14]1[CH2:15][CH2:16][CH2:17][CH2:18]2)=[O:12].[F-].C([N+](CCCC)(CCCC)CCCC)CCC, predict the reaction product.